From a dataset of Catalyst prediction with 721,799 reactions and 888 catalyst types from USPTO. Predict which catalyst facilitates the given reaction. Reactant: C(C1[O:6][C:7]2[C:13]([S:14]([N:17]3[CH2:22][CH2:21][N:20]([CH3:23])[CH2:19][CH2:18]3)(=[O:16])=[O:15])=[C:12]([Cl:24])[CH:11]=[CH:10][C:8]=2[N:9]=1)(C)(C)C.O.OS(O)(=O)=O.[OH-].[Na+]. Product: [NH2:9][C:8]1[C:7]([OH:6])=[C:13]([S:14]([N:17]2[CH2:22][CH2:21][N:20]([CH3:23])[CH2:19][CH2:18]2)(=[O:16])=[O:15])[C:12]([Cl:24])=[CH:11][CH:10]=1. The catalyst class is: 12.